Dataset: Peptide-MHC class I binding affinity with 185,985 pairs from IEDB/IMGT. Task: Regression. Given a peptide amino acid sequence and an MHC pseudo amino acid sequence, predict their binding affinity value. This is MHC class I binding data. The peptide sequence is HMYISKKAK. The MHC is HLA-A26:01 with pseudo-sequence HLA-A26:01. The binding affinity (normalized) is 0.